From a dataset of Forward reaction prediction with 1.9M reactions from USPTO patents (1976-2016). Predict the product of the given reaction. (1) Given the reactants Br[C:2]1[N:7]=[C:6]([CH3:8])[C:5]([NH2:9])=[CH:4][CH:3]=1.[NH:10]1[CH:14]=[N:13][CH:12]=[N:11]1.P([O-])([O-])([O-])=O.[K+].[K+].[K+].CNCCNC, predict the reaction product. The product is: [CH3:8][C:6]1[C:5]([NH2:9])=[CH:4][CH:3]=[C:2]([N:10]2[CH:14]=[N:13][CH:12]=[N:11]2)[N:7]=1. (2) Given the reactants [CH3:1][O:2][C:3]1[CH:16]=[CH:15][C:14]2[C:5](=[C:6]([C:19]([OH:21])=[O:20])[C:7]3[C:12]([N:13]=2)=[CH:11][CH:10]=[C:9]([O:17][CH3:18])[CH:8]=3)[CH:4]=1.S(Cl)(Cl)=O.[Br:26][C:27]1[CH:32]=[CH:31][CH:30]=[C:29]([Br:33])[C:28]=1O, predict the reaction product. The product is: [CH3:18][O:17][C:9]1[CH:10]=[CH:11][C:12]2[C:7](=[C:6]([C:19]([O:21][C:28]3[C:27]([Br:26])=[CH:32][CH:31]=[CH:30][C:29]=3[Br:33])=[O:20])[C:5]3[C:14]([N:13]=2)=[CH:15][CH:16]=[C:3]([O:2][CH3:1])[CH:4]=3)[CH:8]=1.